This data is from Full USPTO retrosynthesis dataset with 1.9M reactions from patents (1976-2016). The task is: Predict the reactants needed to synthesize the given product. (1) Given the product [C:37]([N:12]1[CH2:11][CH2:10][CH:9]([O:8][C:7]2[N:6]=[CH:5][N:4]=[C:3]([O:15][C:16]3[CH:17]=[C:18]([CH:27]=[CH:28][CH:29]=3)/[CH:19]=[C:20]3/[C:21](=[O:26])[NH:22][C:23](=[O:25])[S:24]/3)[C:2]=2[CH3:1])[CH2:14][CH2:13]1)(=[O:39])[CH3:38], predict the reactants needed to synthesize it. The reactants are: [CH3:1][C:2]1[C:3]([O:15][C:16]2[CH:17]=[C:18]([CH:27]=[CH:28][CH:29]=2)/[CH:19]=[C:20]2/[C:21](=[O:26])[NH:22][C:23](=[O:25])[S:24]/2)=[N:4][CH:5]=[N:6][C:7]=1[O:8][CH:9]1[CH2:14][CH2:13][NH:12][CH2:11][CH2:10]1.C(N(CC)CC)C.[C:37](Cl)(=[O:39])[CH3:38]. (2) Given the product [Cl:1][C:2]1[CH:7]=[CH:6][C:5]([C@H:8]2[CH2:17][CH2:16][N:15]3[C:10](=[N:11][N:12]4[C:21]([C:23]5([CH3:29])[S:28][CH2:27][CH2:26][CH2:25][S:24]5)=[N:20][CH:19]=[C:13]4[C:14]3=[O:18])[NH:9]2)=[CH:4][CH:3]=1, predict the reactants needed to synthesize it. The reactants are: [Cl:1][C:2]1[CH:7]=[CH:6][C:5]([C@H:8]2[CH2:17][CH2:16][N:15]3[C:10]([NH:11][N:12]=[C:13]([CH2:19][NH:20][C:21]([C:23]4([CH3:29])[S:28][CH2:27][CH2:26][CH2:25][S:24]4)=O)[C:14]3=[O:18])=[N:9]2)=[CH:4][CH:3]=1. (3) Given the product [Cl:1][C:2]1[CH:19]=[CH:18][C:5]([CH2:6][N:7]2[C:11]3[CH:12]=[CH:13][C:14](/[CH:16]=[C:33]4/[C:34](=[O:35])[N:30]([CH2:29][C:26]5[N:27]=[CH:28][NH:24][N:25]=5)[C:31](=[O:36])[S:32]/4)=[CH:15][C:10]=3[N:9]=[N:8]2)=[C:4]([C:20]([F:23])([F:21])[F:22])[CH:3]=1, predict the reactants needed to synthesize it. The reactants are: [Cl:1][C:2]1[CH:19]=[CH:18][C:5]([CH2:6][N:7]2[C:11]3[CH:12]=[CH:13][C:14]([CH:16]=O)=[CH:15][C:10]=3[N:9]=[N:8]2)=[C:4]([C:20]([F:23])([F:22])[F:21])[CH:3]=1.[NH:24]1[CH:28]=[N:27][C:26]([CH2:29][N:30]2[C:34](=[O:35])[CH2:33][S:32][C:31]2=[O:36])=[N:25]1.